Task: Regression. Given a peptide amino acid sequence and an MHC pseudo amino acid sequence, predict their binding affinity value. This is MHC class II binding data.. Dataset: Peptide-MHC class II binding affinity with 134,281 pairs from IEDB (1) The peptide sequence is GELAIVDKIDAAFKI. The MHC is DRB5_0101 with pseudo-sequence DRB5_0101. The binding affinity (normalized) is 0.623. (2) The peptide sequence is DKGIPFMKMNISVIMK. The MHC is DRB1_0701 with pseudo-sequence DRB1_0701. The binding affinity (normalized) is 0.669. (3) The MHC is HLA-DQA10201-DQB10402 with pseudo-sequence HLA-DQA10201-DQB10402. The binding affinity (normalized) is 0.590. The peptide sequence is WENVPFCSHHFHELQ. (4) The peptide sequence is ASIAARGWAAHRARA. The MHC is DRB3_0301 with pseudo-sequence DRB3_0301. The binding affinity (normalized) is 0.280. (5) The peptide sequence is AEKFKEDVINDFVSS. The MHC is DRB3_0202 with pseudo-sequence DRB3_0202. The binding affinity (normalized) is 0.369. (6) The peptide sequence is GSLKTALTGAMRVTK. The MHC is DRB1_0404 with pseudo-sequence DRB1_0404. The binding affinity (normalized) is 0.719. (7) The peptide sequence is HRLMSAAVKDERAVH. The MHC is DRB1_0301 with pseudo-sequence DRB1_0301. The binding affinity (normalized) is 0.153.